Task: Predict the product of the given reaction.. Dataset: Forward reaction prediction with 1.9M reactions from USPTO patents (1976-2016) (1) The product is: [Cl:1][C:2]1[CH:3]=[CH:4][C:5]([O:10][CH2:11][C:12]2[CH:17]=[CH:16][C:15]([Br:18])=[CH:14][C:13]=2[F:19])=[C:6]([C:7](=[O:8])[CH2:21][CH2:20][C:22](=[O:23])[CH3:24])[CH:9]=1. Given the reactants [Cl:1][C:2]1[CH:3]=[CH:4][C:5]([O:10][CH2:11][C:12]2[CH:17]=[CH:16][C:15]([Br:18])=[CH:14][C:13]=2[F:19])=[C:6]([CH:9]=1)[CH:7]=[O:8].[CH:20]([C:22]([CH3:24])=[O:23])=[CH2:21].C(N(CC)CC)C, predict the reaction product. (2) Given the reactants C[Si]([N-][Si](C)(C)C)(C)C.[Na+].[Cl:11][C:12]1[CH:17]=[C:16]([CH3:18])[CH:15]=[CH:14][N:13]=1.COCN[C:23]([C:25]1[C:29]([CH3:30])=[C:28]([C:31]2[CH:36]=[CH:35][C:34]([F:37])=[CH:33][CH:32]=2)[N:27]([CH3:38])[N:26]=1)=[O:24].C(O)(=O)C, predict the reaction product. The product is: [Cl:11][C:12]1[CH:17]=[C:16]([CH2:18][C:23]([C:25]2[C:29]([CH3:30])=[C:28]([C:31]3[CH:36]=[CH:35][C:34]([F:37])=[CH:33][CH:32]=3)[N:27]([CH3:38])[N:26]=2)=[O:24])[CH:15]=[CH:14][N:13]=1. (3) The product is: [Si:1]([O:18][CH2:19][C@H:20]([NH:27][S:28]([CH3:31])(=[O:30])=[O:29])[CH2:21][Cl:32])([C:14]([CH3:17])([CH3:16])[CH3:15])([C:8]1[CH:13]=[CH:12][CH:11]=[CH:10][CH:9]=1)[C:2]1[CH:7]=[CH:6][CH:5]=[CH:4][CH:3]=1. Given the reactants [Si:1]([O:18][CH2:19][C@@H:20]([NH:27][S:28]([CH3:31])(=[O:30])=[O:29])[CH2:21]CS([O-])(=O)=O)([C:14]([CH3:17])([CH3:16])[CH3:15])([C:8]1[CH:13]=[CH:12][CH:11]=[CH:10][CH:9]=1)[C:2]1[CH:7]=[CH:6][CH:5]=[CH:4][CH:3]=1.[Cl-:32].[Li+], predict the reaction product. (4) Given the reactants [NH2:1][C:2]1[N:7]=[CH:6][C:5]([C:8]2[CH:9]=[N:10][N:11]([CH:13]3[CH2:18][CH2:17][N:16](C(OC(C)(C)C)=O)[CH2:15][CH2:14]3)[CH:12]=2)=[CH:4][C:3]=1[C:26]1[O:27][C:28]2[C:29]([N:35]=1)=[N:30][CH:31]=[C:32]([F:34])[CH:33]=2.Cl.N, predict the reaction product. The product is: [F:34][C:32]1[CH:33]=[C:28]2[O:27][C:26]([C:3]3[C:2]([NH2:1])=[N:7][CH:6]=[C:5]([C:8]4[CH:9]=[N:10][N:11]([CH:13]5[CH2:14][CH2:15][NH:16][CH2:17][CH2:18]5)[CH:12]=4)[CH:4]=3)=[N:35][C:29]2=[N:30][CH:31]=1. (5) Given the reactants [CH2:1]([CH:3]1[N:12]([S:13]([C:16]2[CH:21]=[CH:20][C:19]([O:22][CH3:23])=[C:18]([CH3:24])[CH:17]=2)(=[O:15])=[O:14])[C:11]2[C:6](=[CH:7][C:8](F)=[C:9]([F:25])[CH:10]=2)[N:5]2[CH:27]=[CH:28][CH:29]=[C:4]12)[CH3:2].[CH3:30]C1C=C(S(Cl)(=O)=O)C=C(C)C=1OC, predict the reaction product. The product is: [CH2:1]([CH:3]1[N:12]([S:13]([C:16]2[CH:17]=[C:18]([CH3:24])[C:19]([O:22][CH3:23])=[C:20]([CH3:30])[CH:21]=2)(=[O:15])=[O:14])[C:11]2[C:6](=[CH:7][CH:8]=[C:9]([F:25])[CH:10]=2)[N:5]2[CH:27]=[CH:28][CH:29]=[C:4]12)[CH3:2]. (6) Given the reactants [CH3:1][O:2][C:3]([CH:5]1[CH2:11][CH2:10][N:9]([S:12]([C:15]2[CH:21]=[CH:20][C:18]([CH3:19])=[CH:17][CH:16]=2)(=[O:14])=[O:13])[C:8]2[CH:22]=[CH:23][CH:24]=[CH:25][C:7]=2[C:6]1=[O:26])=[O:4].[CH3:27]C(C)=O.C(=O)([O-])[O-].[K+].[K+].CI, predict the reaction product. The product is: [CH3:1][O:2][C:3]([C:5]1([CH3:27])[CH2:11][CH2:10][N:9]([S:12]([C:15]2[CH:16]=[CH:17][C:18]([CH3:19])=[CH:20][CH:21]=2)(=[O:14])=[O:13])[C:8]2[CH:22]=[CH:23][CH:24]=[CH:25][C:7]=2[C:6]1=[O:26])=[O:4]. (7) Given the reactants [H-].[Al+3].[Li+].[H-].[H-].[H-].[CH2:7]([O:14][C:15]1[CH:23]=[CH:22][C:18]([C:19]([NH2:21])=O)=[CH:17][CH:16]=1)[CH2:8][CH2:9][CH2:10][CH2:11][CH2:12][CH3:13], predict the reaction product. The product is: [CH2:7]([O:14][C:15]1[CH:16]=[CH:17][C:18]([CH2:19][NH2:21])=[CH:22][CH:23]=1)[CH2:8][CH2:9][CH2:10][CH2:11][CH2:12][CH3:13].